From a dataset of Retrosynthesis with 50K atom-mapped reactions and 10 reaction types from USPTO. Predict the reactants needed to synthesize the given product. (1) The reactants are: N[C@@H](Cc1ccc(O)cc1)C(=O)O.O=C(O)c1cc2cc(Cl)ccc2nc1Cl. Given the product O=C(O)c1cc2cc(Cl)ccc2nc1N[C@@H](Cc1ccc(O)cc1)C(=O)O, predict the reactants needed to synthesize it. (2) Given the product CC1(C)CCC(C)(C)C1C=CC(N)(C(=O)OCc1ccccc1)C(=O)OCc1ccccc1, predict the reactants needed to synthesize it. The reactants are: CC1(C)CCC(C)(C)C1C[P+](c1ccccc1)(c1ccccc1)c1ccccc1.NC(C=O)(C(=O)OCc1ccccc1)C(=O)OCc1ccccc1. (3) Given the product COC(=O)c1ccc(Cn2nnc3c(N4CCOCC4)nc(-c4cccc(CO)c4)nc32)cc1, predict the reactants needed to synthesize it. The reactants are: COC(=O)c1ccc(Cn2nnc3c(N4CCOCC4)nc(Cl)nc32)cc1.OCc1cccc(B(O)O)c1. (4) The reactants are: CCCO.O=C(O)c1ccccc1S. Given the product CCCOC(=O)c1ccccc1S, predict the reactants needed to synthesize it. (5) The reactants are: Nc1nc(-c2ccccc2)c(C(=O)O)s1.OCc1cccc(N2CCNCC2)c1. Given the product Nc1nc(-c2ccccc2)c(C(=O)N2CCN(c3cccc(CO)c3)CC2)s1, predict the reactants needed to synthesize it. (6) Given the product CS(=O)(=O)NCCn1cc(C(=O)c2ccn3c2CSC3c2cccnc2)c2ccc(-c3ccc(F)cc3)cc21, predict the reactants needed to synthesize it. The reactants are: CS(=O)(=O)Cl.NCCn1cc(C(=O)c2ccn3c2CSC3c2cccnc2)c2ccc(-c3ccc(F)cc3)cc21. (7) Given the product CC(C)(C)OC(=O)NC[C@@H](N)Cc1ccccc1, predict the reactants needed to synthesize it. The reactants are: CC(C)(C)OC(=O)NC[C@H](Cc1ccccc1)NC(=O)OCc1ccccc1. (8) The reactants are: Clc1ccc(-c2ccc3c(c2)nc(-c2ccccc2)n3-c2ccccc2)cc1.OB(O)c1ccc2c(-c3ccccc3)c3ccccc3c(-c3ccccc3)c2c1. Given the product c1ccc(-c2c3ccccc3c(-c3ccccc3)c3cc(-c4ccc(-c5ccc6c(c5)nc(-c5ccccc5)n6-c5ccccc5)cc4)ccc23)cc1, predict the reactants needed to synthesize it. (9) Given the product CC1(C)OCC(c2csc(NC(=O)/C(=C/C3CCCC3)c3ccc(S(C)(=O)=O)c(Cl)c3)n2)O1, predict the reactants needed to synthesize it. The reactants are: CC1(C)OCC(c2csc(N)n2)O1.CS(=O)(=O)c1ccc(/C(=C\C2CCCC2)C(=O)O)cc1Cl. (10) Given the product COC(=O)c1ccc(C(=O)Nc2csc(Cc3cc(Cl)ccc3OCc3ccccc3)n2)cc1, predict the reactants needed to synthesize it. The reactants are: COC(=O)c1ccc(C(=O)Cl)cc1.Nc1csc(Cc2cc(Cl)ccc2OCc2ccccc2)n1.